This data is from TCR-epitope binding with 47,182 pairs between 192 epitopes and 23,139 TCRs. The task is: Binary Classification. Given a T-cell receptor sequence (or CDR3 region) and an epitope sequence, predict whether binding occurs between them. (1) The epitope is IQYIDIGNY. The TCR CDR3 sequence is CASSEGRVAPGEQYF. Result: 0 (the TCR does not bind to the epitope). (2) The epitope is TEILPVSMTK. The TCR CDR3 sequence is CSVGQGEDEQYF. Result: 0 (the TCR does not bind to the epitope). (3) The epitope is GVAMPNLYK. The TCR CDR3 sequence is CASGWGSSYNEQFF. Result: 0 (the TCR does not bind to the epitope). (4) The epitope is YLNTLTLAV. The TCR CDR3 sequence is CASSLGTSGTDTQYF. Result: 1 (the TCR binds to the epitope). (5) The epitope is KLGGALQAK. The TCR CDR3 sequence is CASSYSPDYNSPLHF. Result: 1 (the TCR binds to the epitope).